The task is: Binary Classification. Given a miRNA mature sequence and a target amino acid sequence, predict their likelihood of interaction.. This data is from Experimentally validated miRNA-target interactions with 360,000+ pairs, plus equal number of negative samples. (1) The miRNA is cel-miR-36-3p with sequence UCACCGGGUGAAAAUUCGCAUG. The protein sequence of the target gene is MIEVVAELSRGPVFLAGEALECVVTVTNPLPPTATSASSEALAWASAQIHCQFHASESRVALPPPDSSQPDVQPDSQTVFLPHRGERGQCILSTPPKILFCDLRLDPGESKSYSYSEVLPTEGPPSFRGQSVKYVYKLTIGCQRVNSPITLLRVPLRVLVLTGLQDVHFPQDEAVAPSSPFLEEDDSGKKDSWLAELAGERLMAATSCRSLHLYNISDGRGKVGTFGIFKSVYRLGEDVVGTLNLGEGTVACLQFSVSLQTEERVQPEYQRRRGTGVAPSVSHVTHARHQESCLHTTRTS.... Result: 0 (no interaction). (2) The miRNA is hsa-miR-8085 with sequence UGGGAGAGAGGACUGUGAGGC. The protein sequence of the target gene is MDRGEKIQLKRVFGYWWGTSFLLINIIGAGIFVSPKGVLAYSCMNVGVSLCVWAGCAILAMTSTLCSAEISISFPCSGAQYYFLKRYFGSTVAFLNLWTSLFLGSGVVAGQALLLAEYSIQPFFPSCSVPKLPKKCLALAMLWIVGILTSRGVKEVTWLQIASSVLKVSILSFISLTGVVFLIRGKKENVERFQNAFDAELPDISHLIQAIFQGYFAYSGGACFTLIAGELKKPRTTIPKCIFTALPLVTVVYLLVNISYLTVLTPREILSSDAVAITWADRAFPSLAWIMPFAISTSLF.... Result: 0 (no interaction).